From a dataset of Kir2.1 potassium channel HTS with 301,493 compounds. Binary Classification. Given a drug SMILES string, predict its activity (active/inactive) in a high-throughput screening assay against a specified biological target. (1) The drug is S(C(C(=O)NCCc1ccc(OC)cc1)C)Cc1ccccc1. The result is 1 (active). (2) The compound is Fc1ccc(NC(=O)C2CN(C(=O)C2)Cc2occc2)cc1. The result is 0 (inactive). (3) The molecule is Clc1c(Cc2c(=O)n(CCc3c4c([nH]c3)cccc4)ccc2O)c(F)ccc1. The result is 0 (inactive). (4) The drug is [nH]1c2c3c(C4C(N(CC(=C4)C)C)Cc3c1)ccc2. The result is 0 (inactive). (5) The compound is O=C(N1CCN(CC1)c1ncccc1)c1cc([N+]([O-])=O)c(cc1)C. The result is 0 (inactive). (6) The drug is s1c(NC(=O)CSc2sc3c(n2)cccc3)c(c(c1C(=O)C)C)C(OCC)=O. The result is 0 (inactive).